From a dataset of Catalyst prediction with 721,799 reactions and 888 catalyst types from USPTO. Predict which catalyst facilitates the given reaction. (1) Reactant: [C:1]([C:4]1[CH:9]=[CH:8][C:7]([S:10]C(=O)N(C)C)=[C:6]([CH2:16][CH2:17][CH3:18])[C:5]=1[OH:19])(=[O:3])[CH3:2].[OH-].[K+].C(O)C.Cl. The catalyst class is: 6. Product: [OH:19][C:5]1[C:6]([CH2:16][CH2:17][CH3:18])=[C:7]([SH:10])[CH:8]=[CH:9][C:4]=1[C:1](=[O:3])[CH3:2]. (2) Reactant: P(Br)(Br)Br.[Cl:5][C:6]1[CH:7]=[C:8]2[C:13](=[CH:14][CH:15]=1)[N+:12]([O-])=[C:11]([C:17]([O:19][CH2:20][CH3:21])=[O:18])[C:10]([OH:22])=[N:9]2. Product: [Cl:5][C:6]1[CH:7]=[C:8]2[C:13](=[CH:14][CH:15]=1)[N:12]=[C:11]([C:17]([O:19][CH2:20][CH3:21])=[O:18])[C:10]([OH:22])=[N:9]2. The catalyst class is: 3. (3) Reactant: [NH2:1][C:2]1[N:6]([C:7]([C:9]2[CH:14]=[CH:13][C:12]([CH3:15])=[CH:11][CH:10]=2)=[O:8])[N:5]=[C:4]([NH:16][C:17]2[CH:22]=[CH:21][CH:20]=[C:19]([O:23]CC3C=CC=CC=3)[CH:18]=2)[N:3]=1.C1CCCCC=1. Product: [NH2:1][C:2]1[N:6]([C:7]([C:9]2[CH:14]=[CH:13][C:12]([CH3:15])=[CH:11][CH:10]=2)=[O:8])[N:5]=[C:4]([NH:16][C:17]2[CH:22]=[CH:21][CH:20]=[C:19]([OH:23])[CH:18]=2)[N:3]=1. The catalyst class is: 123. (4) Reactant: [CH3:1][N:2]([CH3:25])[CH2:3][CH2:4][CH2:5][C@@:6]([C:15]1[CH:22]=[CH:21][C:18]([C:19]#[N:20])=[CH:17][C:16]=1[CH2:23][OH:24])([C:8]1[CH:13]=[CH:12][C:11]([F:14])=[CH:10][CH:9]=1)[OH:7].CC(C)([O-])C.[K+].[Cl:32][C:33]1[CH:38]=[CH:37][C:36]([Cl:39])=[CH:35][C:34]=1[N+:40]([O-:42])=[O:41]. Product: [ClH:32].[CH3:25][N:2]([CH3:1])[CH2:3][CH2:4][CH2:5][C:6]([C:15]1[CH:22]=[CH:21][C:18]([C:19]#[N:20])=[CH:17][C:16]=1[CH2:23][O:24][C:33]1[CH:38]=[CH:37][C:36]([Cl:39])=[CH:35][C:34]=1[N+:40]([O-:42])=[O:41])([C:8]1[CH:9]=[CH:10][C:11]([F:14])=[CH:12][CH:13]=1)[OH:7]. The catalyst class is: 1. (5) The catalyst class is: 3. Product: [C:1]([C:5]1[CH:6]=[C:7]([NH:11][C:12]([C:14]2[CH:23]=[CH:22][C:21]3[C:16](=[CH:17][C:18]([O:24][C:25]4[CH:30]=[CH:29][N:28]=[C:27]([NH:31][C:32](=[O:35])[CH2:33][N:46]5[CH2:47][CH2:48][N:43]([CH3:42])[CH2:44][CH2:45]5)[CH:26]=4)=[CH:19][CH:20]=3)[CH:15]=2)=[O:13])[CH:8]=[CH:9][CH:10]=1)([CH3:4])([CH3:3])[CH3:2]. Reactant: [C:1]([C:5]1[CH:6]=[C:7]([NH:11][C:12]([C:14]2[CH:23]=[CH:22][C:21]3[C:16](=[CH:17][C:18]([O:24][C:25]4[CH:30]=[CH:29][N:28]=[C:27]([NH:31][C:32](=[O:35])[CH2:33]Cl)[CH:26]=4)=[CH:19][CH:20]=3)[CH:15]=2)=[O:13])[CH:8]=[CH:9][CH:10]=1)([CH3:4])([CH3:3])[CH3:2].C(=O)([O-])[O-].[K+].[K+].[CH3:42][N:43]1[CH2:48][CH2:47][NH:46][CH2:45][CH2:44]1. (6) Reactant: [NH:1]1[CH2:9][CH2:8][CH:4]([C:5]([OH:7])=[O:6])[CH2:3][CH2:2]1.S(=O)(=O)(O)O. Product: [NH:1]1[CH2:9][CH2:8][CH:4]([C:5]([O:7][C:4]([CH3:8])([CH3:5])[CH3:3])=[O:6])[CH2:3][CH2:2]1. The catalyst class is: 12. (7) Reactant: [CH2:1]([O:6][C:7](Cl)=[O:8])[C:2]([CH3:5])([CH3:4])[CH3:3].[NH2:10][C:11]1[CH:16]=[CH:15][C:14]([C:17]2[C:25]3[C:24]([NH2:26])=[N:23][CH:22]=[N:21][C:20]=3[N:19]([CH:27]3[CH2:32][CH2:31][O:30][CH2:29][CH2:28]3)[CH:18]=2)=[CH:13][C:12]=1[O:33][CH3:34]. Product: [NH2:26][C:24]1[C:25]2[C:17]([C:14]3[CH:15]=[CH:16][C:11]([NH:10][C:7](=[O:8])[O:6][CH2:1][C:2]([CH3:5])([CH3:4])[CH3:3])=[C:12]([O:33][CH3:34])[CH:13]=3)=[CH:18][N:19]([CH:27]3[CH2:32][CH2:31][O:30][CH2:29][CH2:28]3)[C:20]=2[N:21]=[CH:22][N:23]=1. The catalyst class is: 529.